From a dataset of Full USPTO retrosynthesis dataset with 1.9M reactions from patents (1976-2016). Predict the reactants needed to synthesize the given product. (1) Given the product [CH3:21][C:18]1[N:17]=[CH:16][C:15]([C:13]2[CH:14]=[C:9]3[C:8]([NH:22][C:23]([CH:25]4[CH2:27][CH2:26]4)=[O:24])=[N:7][NH:6][C:10]3=[CH:11][N:12]=2)=[CH:20][CH:19]=1, predict the reactants needed to synthesize it. The reactants are: C1(C([N:6]2[C:10]3=[CH:11][N:12]=[C:13]([C:15]4[CH:16]=[N:17][C:18]([CH3:21])=[CH:19][CH:20]=4)[CH:14]=[C:9]3[C:8]([NH:22][C:23]([CH:25]3[CH2:27][CH2:26]3)=[O:24])=[N:7]2)=O)CC1. (2) Given the product [CH3:32][C:20]1[N:19]([CH2:18][C:13]2[CH:14]=[CH:15][CH:16]=[CH:17][C:12]=2[C:9]2[CH:8]=[CH:7][C:6]([C:4]([O:3][CH2:1][CH3:2])=[O:5])=[CH:11][CH:10]=2)[C:27]2[C:22]([C:21]=1[CH3:31])=[CH:23][C:24]([C:28](=[O:30])[NH:44][C@H:42]([C:39]1[CH:38]=[CH:37][C:36]([N+:33]([O-:35])=[O:34])=[CH:41][CH:40]=1)[CH3:43])=[CH:25][CH:26]=2, predict the reactants needed to synthesize it. The reactants are: [CH2:1]([O:3][C:4]([C:6]1[CH:11]=[CH:10][C:9]([C:12]2[CH:17]=[CH:16][CH:15]=[CH:14][C:13]=2[CH2:18][N:19]2[C:27]3[C:22](=[CH:23][C:24]([C:28]([OH:30])=O)=[CH:25][CH:26]=3)[C:21]([CH3:31])=[C:20]2[CH3:32])=[CH:8][CH:7]=1)=[O:5])[CH3:2].[N+:33]([C:36]1[CH:41]=[CH:40][C:39]([C@@H:42]([NH2:44])[CH3:43])=[CH:38][CH:37]=1)([O-:35])=[O:34]. (3) Given the product [CH3:10][O:11][C:12]([C@H:14]1[CH2:18][C@@H:17]([F:7])[CH2:16][N:15]1[C:20]([O:22][C:23]([CH3:26])([CH3:25])[CH3:24])=[O:21])=[O:13], predict the reactants needed to synthesize it. The reactants are: C(N(S(F)(F)[F:7])CC)C.[CH3:10][O:11][C:12]([C@H:14]1[CH2:18][C@H:17](O)[CH2:16][N:15]1[C:20]([O:22][C:23]([CH3:26])([CH3:25])[CH3:24])=[O:21])=[O:13]. (4) Given the product [F:1][C:2]1[CH:3]=[CH:4][C:5]([C:6]([NH:8][C:9]2[CH:14]=[CH:13][CH:12]=[CH:11][C:10]=2[CH:15]2[CH2:24][C:23]([CH3:26])([CH3:25])[C:22]3[C:17](=[CH:18][CH:19]=[C:20]([C:27]([OH:29])=[O:28])[CH:21]=3)[NH:16]2)=[O:7])=[CH:32][CH:33]=1, predict the reactants needed to synthesize it. The reactants are: [F:1][C:2]1[CH:33]=[CH:32][C:5]([C:6]([NH:8][C:9]2[CH:14]=[CH:13][CH:12]=[CH:11][C:10]=2[CH:15]2[CH2:24][C:23]([CH3:26])([CH3:25])[C:22]3[C:17](=[CH:18][CH:19]=[C:20]([C:27]([O:29]CC)=[O:28])[CH:21]=3)[NH:16]2)=[O:7])=[CH:4][CH:3]=1.O.[OH-].[Li+].[OH-].[Na+]. (5) Given the product [N:11]1([CH2:15][C:16]([NH:17][CH:18]2[CH2:19][C:20]3[CH:25]=[CH:24][CH:23]=[C:22]([C:26]([OH:28])=[O:27])[C:21]=3[O:43][B:35]2[OH:36])=[O:48])[CH2:12][CH2:13][CH2:14][NH:8][CH2:9][CH2:10]1, predict the reactants needed to synthesize it. The reactants are: C(OC([N:8]1[CH2:14][CH2:13][CH2:12][N:11]([CH2:15][C:16](=[O:48])[NH:17][CH:18]([B:35]2[O:43]C3C(C)(C4CC(C3)C4(C)C)[O:36]2)[CH2:19][C:20]2[CH:25]=[CH:24][CH:23]=[C:22]([C:26]([O:28]C(C)(C)C)=[O:27])[C:21]=2OC)[CH2:10][CH2:9]1)=O)(C)(C)C.B(Cl)(Cl)Cl. (6) Given the product [Cl:19][C:18]1[C:17]2[C:12](=[CH:13][CH:14]=[CH:15][CH:16]=2)[N:11]=[CH:10][C:9]=1[NH:8][C:1](=[O:6])[CH2:2][CH2:3][CH2:4][CH3:5], predict the reactants needed to synthesize it. The reactants are: [C:1](Cl)(=[O:6])[CH2:2][CH2:3][CH2:4][CH3:5].[NH2:8][C:9]1[CH:10]=[N:11][C:12]2[C:17]([C:18]=1[Cl:19])=[CH:16][CH:15]=[CH:14][CH:13]=2.C(N(CC)CC)C.C(=O)(O)[O-].[Na+].